Task: Predict which catalyst facilitates the given reaction.. Dataset: Catalyst prediction with 721,799 reactions and 888 catalyst types from USPTO (1) Reactant: N1C=CC=CC=1C(O)=O.[NH2:10][C:11]1[C:16]([C:17]2[CH:22]=[CH:21][C:20]([OH:23])=[CH:19][CH:18]=2)=[CH:15][CH:14]=[CH:13][N:12]=1.P([O-])([O-])([O-])=O.[K+].[K+].[K+].I[C:33]1[CH:38]=[CH:37][CH:36]=[C:35]([O:39][CH3:40])[CH:34]=1. Product: [CH3:40][O:39][C:35]1[CH:34]=[C:33]([CH:38]=[CH:37][CH:36]=1)[O:23][C:20]1[CH:21]=[CH:22][C:17]([C:16]2[C:11]([NH2:10])=[N:12][CH:13]=[CH:14][CH:15]=2)=[CH:18][CH:19]=1. The catalyst class is: 419. (2) Reactant: [O:1]1[CH2:6][CH2:5][N:4]([C:7]2[CH:12]=[CH:11][C:10]([C:13]3[N:35](S(C4C=CC=CC=4)(=O)=O)[C:16]4=[N:17][CH:18]=[CH:19][C:20]([C:21]5[CH:22]=[CH:23][C:24]([N:29]6[CH2:33][CH2:32][CH2:31][C:30]6=[O:34])=[C:25]([CH:28]=5)[C:26]#[N:27])=[C:15]4[CH:14]=3)=[CH:9][CH:8]=2)[CH2:3][CH2:2]1.C(=O)([O-])[O-].[Cs+].[Cs+].FC(F)(F)CO. Product: [O:1]1[CH2:2][CH2:3][N:4]([C:7]2[CH:12]=[CH:11][C:10]([C:13]3[NH:35][C:16]4=[N:17][CH:18]=[CH:19][C:20]([C:21]5[CH:22]=[CH:23][C:24]([N:29]6[CH2:33][CH2:32][CH2:31][C:30]6=[O:34])=[C:25]([CH:28]=5)[C:26]#[N:27])=[C:15]4[CH:14]=3)=[CH:9][CH:8]=2)[CH2:5][CH2:6]1. The catalyst class is: 138. (3) Reactant: [F:1][C:2]1[C:3]([O:11]CC2C=CC=CC=2)=[C:4]([CH:8]=[CH:9][CH:10]=1)[C:5]([NH2:7])=[O:6]. Product: [F:1][C:2]1[C:3]([OH:11])=[C:4]([CH:8]=[CH:9][CH:10]=1)[C:5]([NH2:7])=[O:6]. The catalyst class is: 29. (4) Reactant: [N:1]1([C:7]2[CH:12]=[CH:11][C:10]([NH:13][C:14]([C:16]3[CH2:21][CH2:20][CH2:19][CH2:18][C:17]=3[C:22]3[CH:27]=[CH:26][C:25]([C:28]([F:31])([F:30])[F:29])=[CH:24][CH:23]=3)=[O:15])=[CH:9][CH:8]=2)[CH2:6][CH2:5][NH:4][CH2:3][CH2:2]1.[CH:32]([NH:34][C:35]1[S:36][CH:37]=[C:38]([CH2:40][C:41](O)=[O:42])[N:39]=1)=[O:33].ON1C2C=CC=CC=2N=N1.Cl.CN(C)CCCN=C=NCC. Product: [CH:32]([NH:34][C:35]1[S:36][CH:37]=[C:38]([CH2:40][C:41]([N:4]2[CH2:5][CH2:6][N:1]([C:7]3[CH:8]=[CH:9][C:10]([NH:13][C:14]([C:16]4[CH2:21][CH2:20][CH2:19][CH2:18][C:17]=4[C:22]4[CH:23]=[CH:24][C:25]([C:28]([F:29])([F:31])[F:30])=[CH:26][CH:27]=4)=[O:15])=[CH:11][CH:12]=3)[CH2:2][CH2:3]2)=[O:42])[N:39]=1)=[O:33]. The catalyst class is: 236. (5) Reactant: [H-].[Na+].[CH2:3]1[O:7][C:6]2[CH:8]=[C:9]([OH:12])[CH:10]=[CH:11][C:5]=2[O:4]1.[CH2:13]([O:15][C:16](=[O:37])[C:17]1[C:22]([O:23][C:24]2[CH:29]=[CH:28][C:27]3[O:30][CH2:31][O:32][C:26]=3[C:25]=2C=CC)=[CH:21][CH:20]=[CH:19][C:18]=1F)[CH3:14].O.[CH2:39]1[CH2:43]OC[CH2:40]1. Product: [CH2:31]1[O:30][C:27]2[CH:28]=[CH:29][C:24]([O:23][C:22]3[CH:21]=[CH:20][CH:19]=[C:18]([O:12][C:9]4[CH:8]=[C:6]5[O:7][CH2:3][O:4][C:5]5=[CH:11][C:10]=4[CH:40]=[CH:39][CH3:43])[C:17]=3[C:16]([O:15][CH2:13][CH3:14])=[O:37])=[CH:25][C:26]=2[O:32]1. The catalyst class is: 148. (6) Reactant: [OH-].[Na+].Cl[CH2:4][C:5]([NH2:7])=[O:6].CN(C)C=O.[CH3:13][N:14]([CH3:24])[C:15]1[CH:20]=[CH:19][NH:18][C:17](=[S:21])[C:16]=1[C:22]#[N:23]. Product: [NH2:23][C:22]1[C:16]2[C:17](=[N:18][CH:19]=[CH:20][C:15]=2[N:14]([CH3:24])[CH3:13])[S:21][C:4]=1[C:5]([NH2:7])=[O:6]. The catalyst class is: 6. (7) Reactant: [C:1]1([S:7]([N:10]2[C:14]3=[N:15][CH:16]=[C:17]([S:19][CH2:20][CH3:21])[CH:18]=[C:13]3[CH:12]=[CH:11]2)(=[O:9])=[O:8])[CH:6]=[CH:5][CH:4]=[CH:3][CH:2]=1.[CH2:22]([Li])[CH2:23][CH2:24][CH3:25].[CH3:27][CH2:28][CH2:29]CCC.C1(C=[O:39])CCCC1. Product: [C:1]1([S:7]([N:10]2[C:14]3=[N:15][CH:16]=[C:17]([S:19][CH2:20][CH3:21])[CH:18]=[C:13]3[CH:12]=[C:11]2[CH:22]([OH:39])[CH2:23][CH:24]2[CH2:25][CH2:29][CH2:28][CH2:27]2)(=[O:9])=[O:8])[CH:6]=[CH:5][CH:4]=[CH:3][CH:2]=1. The catalyst class is: 7. (8) Reactant: [OH:1][C:2]1[CH:3]=[C:4]([C:20]([NH:22][CH2:23][C:24]2[CH:29]=[CH:28][C:27]([S:30]([CH3:33])(=[O:32])=[O:31])=[CH:26][CH:25]=2)=[O:21])[C:5](=[O:19])[N:6]([C:9]2[CH:14]=[CH:13][CH:12]=[C:11]([C:15]([F:18])([F:17])[F:16])[CH:10]=2)[C:7]=1[CH3:8].[C:34]([O-])([O-])=O.[K+].[K+].IC. Product: [CH3:34][O:1][C:2]1[CH:3]=[C:4]([C:20]([NH:22][CH2:23][C:24]2[CH:25]=[CH:26][C:27]([S:30]([CH3:33])(=[O:31])=[O:32])=[CH:28][CH:29]=2)=[O:21])[C:5](=[O:19])[N:6]([C:9]2[CH:14]=[CH:13][CH:12]=[C:11]([C:15]([F:16])([F:18])[F:17])[CH:10]=2)[C:7]=1[CH3:8]. The catalyst class is: 21.